Task: Predict the reactants needed to synthesize the given product.. Dataset: Full USPTO retrosynthesis dataset with 1.9M reactions from patents (1976-2016) (1) Given the product [Br:8][C:4]1[C:3]([CH2:9][CH3:10])=[C:2]([CH:7]=[CH:6][CH:5]=1)[CH:19]=[O:20], predict the reactants needed to synthesize it. The reactants are: Br[C:2]1[CH:7]=[CH:6][CH:5]=[C:4]([Br:8])[C:3]=1[CH2:9][CH3:10].[Li]CCCC.CN([CH:19]=[O:20])C.[NH4+].[Cl-]. (2) The reactants are: [N:1]1([C:5]2[N:10]=[C:9]([CH2:11][N:12]3[C@@H:16]([CH3:17])[C@@H:15]([C:18]4[CH:23]=[C:22]([C:24]([F:27])([F:26])[F:25])[CH:21]=[C:20]([C:28]([F:31])([F:30])[F:29])[CH:19]=4)[O:14][C:13]3=[O:32])[C:8]([C:33]3[C:34]([CH3:47])=[C:35](/[CH:41]=[CH:42]/[C:43]([O:45]C)=[O:44])[CH:36]=[CH:37][C:38]=3[O:39][CH3:40])=[CH:7][CH:6]=2)[CH2:4][CH2:3][CH2:2]1.[H][H]. Given the product [N:1]1([C:5]2[N:10]=[C:9]([CH2:11][N:12]3[C@@H:16]([CH3:17])[C@@H:15]([C:18]4[CH:19]=[C:20]([C:28]([F:30])([F:29])[F:31])[CH:21]=[C:22]([C:24]([F:25])([F:27])[F:26])[CH:23]=4)[O:14][C:13]3=[O:32])[C:8]([C:33]3[C:34]([CH3:47])=[C:35]([CH2:41][CH2:42][C:43]([OH:45])=[O:44])[CH:36]=[CH:37][C:38]=3[O:39][CH3:40])=[CH:7][CH:6]=2)[CH2:4][CH2:3][CH2:2]1, predict the reactants needed to synthesize it. (3) The reactants are: [C:1]1([C:7]2[CH:11]=[C:10]([CH2:12][CH2:13][CH:14]=O)[O:9][N:8]=2)[CH:6]=[CH:5][CH:4]=[CH:3][CH:2]=1.[C:16]1([CH:22]([C:29]2[CH:34]=[CH:33][CH:32]=[CH:31][CH:30]=2)[N:23]2[CH2:28][CH2:27][NH:26][CH2:25][CH2:24]2)[CH:21]=[CH:20][CH:19]=[CH:18][CH:17]=1.[BH-](OC(C)=O)(OC(C)=O)OC(C)=O.[Na+]. Given the product [C:29]1([CH:22]([C:16]2[CH:21]=[CH:20][CH:19]=[CH:18][CH:17]=2)[N:23]2[CH2:24][CH2:25][N:26]([CH2:14][CH2:13][CH2:12][C:10]3[O:9][N:8]=[C:7]([C:1]4[CH:6]=[CH:5][CH:4]=[CH:3][CH:2]=4)[CH:11]=3)[CH2:27][CH2:28]2)[CH:30]=[CH:31][CH:32]=[CH:33][CH:34]=1, predict the reactants needed to synthesize it. (4) Given the product [CH3:24][O:23][C:19]1[CH:18]=[C:17]([C:15](=[N:28][OH:25])[CH2:14][C:4]2[CH:9]=[CH:8][C:7]([C:10]([F:13])([F:12])[F:11])=[CH:6][N:5]=2)[CH:22]=[CH:21][CH:20]=1, predict the reactants needed to synthesize it. The reactants are: [H-].[Na+].Cl[C:4]1[CH:9]=[CH:8][C:7]([C:10]([F:13])([F:12])[F:11])=[CH:6][N:5]=1.[CH3:14][C:15]([C:17]1[CH:22]=[CH:21][CH:20]=[C:19]([O:23][CH3:24])[CH:18]=1)=O.[OH-:25].[Na+].Cl.[NH2:28]O. (5) Given the product [O:18]1[CH2:17][CH2:16][N:15]([C:13]2[CH:12]=[C:11]([N:21]([CH2:37][C:38]3[CH:39]=[CH:40][C:41]([O:44][CH3:45])=[CH:42][CH:43]=3)[C:22]3[N:27]=[C:26]([N:28]([CH:47]([CH3:49])[CH3:48])[C:29]4[CH:34]=[CH:33][CH:32]=[C:31]([O:35][CH3:36])[CH:30]=4)[CH:25]=[CH:24][N:23]=3)[CH:10]=[C:9]([N:6]3[CH2:5][CH2:4][O:3][CH2:8][CH2:7]3)[CH:14]=2)[CH2:20][CH2:19]1, predict the reactants needed to synthesize it. The reactants are: [H-].[Na+].[O:3]1[CH2:8][CH2:7][N:6]([C:9]2[CH:10]=[C:11]([N:21]([CH2:37][C:38]3[CH:43]=[CH:42][C:41]([O:44][CH3:45])=[CH:40][CH:39]=3)[C:22]3[N:27]=[C:26]([NH:28][C:29]4[CH:34]=[CH:33][CH:32]=[C:31]([O:35][CH3:36])[CH:30]=4)[CH:25]=[CH:24][N:23]=3)[CH:12]=[C:13]([N:15]3[CH2:20][CH2:19][O:18][CH2:17][CH2:16]3)[CH:14]=2)[CH2:5][CH2:4]1.Cl[CH:47]([CH3:49])[CH3:48]. (6) Given the product [CH:1]1([C:4]2[CH:5]=[N:6][C:7]([NH:13][C:14]3[CH:15]=[C:16]4[C:20](=[C:21]([CH2:23][CH2:24][C:25]([CH3:27])([CH3:26])[CH3:28])[CH:22]=3)[N:19]([CH3:29])[CH:18]=[CH:17]4)=[C:8]([CH:12]=2)[C:9]([OH:11])=[O:10])[CH2:2][CH2:3]1, predict the reactants needed to synthesize it. The reactants are: [CH:1]1([C:4]2[CH:5]=[N:6][C:7]([NH:13][C:14]3[CH:15]=[C:16]4[C:20](=[C:21](/[CH:23]=[CH:24]/[C:25]([CH3:28])([CH3:27])[CH3:26])[CH:22]=3)[N:19]([CH3:29])[CH:18]=[CH:17]4)=[C:8]([CH:12]=2)[C:9]([OH:11])=[O:10])[CH2:3][CH2:2]1. (7) Given the product [OH:1][C:2]1[C:27]([C:26]([NH:28][CH2:29][C:30]([O:32][CH2:38][CH3:39])=[O:31])=[O:56])=[C:4]2[C:9](=[CH:10][C:11]=1[C:12]1[S:13][CH:14]=[CH:15][CH:16]=1)[N:8]=[C:7]([C:17]1[S:18][CH:19]=[CH:20][CH:21]=1)[CH:6]=[N:5]2, predict the reactants needed to synthesize it. The reactants are: [OH:1][C:2]1[C:11]([C:12]2[S:13][CH:14]=[CH:15][CH:16]=2)=[CH:10][C:9]2[N:8]=[C:7]([C:17]3[S:18][CH:19]=[CH:20][CH:21]=3)[CH:6]=[N:5][C:4]=2C=1C(O)=O.Cl.[CH2:26]([NH:28][CH2:29][C:30]([OH:32])=[O:31])[CH3:27].C(N([CH2:38][CH3:39])CC)C.C1CN([P+]([O:56]N2N=NC3C=CC=CC2=3)(N2CCCC2)N2CCCC2)CC1.F[P-](F)(F)(F)(F)F. (8) Given the product [CH2:1]([O:3][C:4]1[CH:5]=[CH:6][C:7]([C:8]([NH:10][C:11]2([C:14]([OH:16])=[O:15])[CH2:12][CH2:13]2)=[O:9])=[CH:19][CH:20]=1)[CH3:2], predict the reactants needed to synthesize it. The reactants are: [CH2:1]([O:3][C:4]1[CH:20]=[CH:19][C:7]([C:8]([NH:10][C:11]2([C:14]([O:16]CC)=[O:15])[CH2:13][CH2:12]2)=[O:9])=[CH:6][CH:5]=1)[CH3:2].[OH-].[Li+]. (9) Given the product [CH2:1]([O:3][C:4](=[O:26])[CH2:5][C:6]1[CH:7]=[C:8]([C:14]2[CH:19]=[CH:18][C:17]([C:20]([F:23])([F:22])[F:21])=[CH:16][C:15]=2[CH2:24][S:30][CH2:29][C:28]([F:32])([F:31])[F:27])[C:9]([O:12][CH3:13])=[CH:10][CH:11]=1)[CH3:2], predict the reactants needed to synthesize it. The reactants are: [CH2:1]([O:3][C:4](=[O:26])[CH2:5][C:6]1[CH:7]=[C:8]([C:14]2[CH:19]=[CH:18][C:17]([C:20]([F:23])([F:22])[F:21])=[CH:16][C:15]=2[CH2:24]Br)[C:9]([O:12][CH3:13])=[CH:10][CH:11]=1)[CH3:2].[F:27][C:28]([F:32])([F:31])[CH2:29][SH:30]. (10) Given the product [Cl:1][C:2]1[CH:29]=[CH:28][C:5]2[NH:6][C:7]([C@@H:9]([NH:11][C:12](=[O:27])[C:13]3[CH:18]=[CH:17][C:16]([N:19]4[CH2:24][CH2:23][S:22](=[O:38])[CH2:21][C:20]4=[O:25])=[C:15]([CH3:26])[CH:14]=3)[CH3:10])=[N:8][C:4]=2[CH:3]=1, predict the reactants needed to synthesize it. The reactants are: [Cl:1][C:2]1[CH:29]=[CH:28][C:5]2[NH:6][C:7]([C@@H:9]([NH:11][C:12](=[O:27])[C:13]3[CH:18]=[CH:17][C:16]([N:19]4[CH2:24][CH2:23][S:22][CH2:21][C:20]4=[O:25])=[C:15]([CH3:26])[CH:14]=3)[CH3:10])=[N:8][C:4]=2[CH:3]=1.ClC1C=CC=C(C(OO)=[O:38])C=1.C(=O)([O-])O.[Na+].